From a dataset of Forward reaction prediction with 1.9M reactions from USPTO patents (1976-2016). Predict the product of the given reaction. (1) Given the reactants [C:1]([NH:4]/[C:5](=[CH:9]\[O:10][CH3:11])/[C:6]([OH:8])=O)(=[O:3])[CH3:2].CN1CCOCC1.C(OC(Cl)=O)C(C)C.[CH2:27]([NH2:34])[C:28]1[CH:33]=[CH:32][CH:31]=[CH:30][CH:29]=1, predict the reaction product. The product is: [C:1]([NH:4]/[C:5](=[CH:9]\[O:10][CH3:11])/[C:6]([NH:34][CH2:27][C:28]1[CH:33]=[CH:32][CH:31]=[CH:30][CH:29]=1)=[O:8])(=[O:3])[CH3:2]. (2) The product is: [CH3:20][C:21]1[CH:22]=[CH:23][C:24]([C:27]2[CH:28]=[CH:29][C:30]([CH2:33][NH:34][C:35]([C:37]3[N:38]([CH2:43][CH2:44][CH2:45][NH:46][C:47]([O:49][C:50]([CH3:53])([CH3:52])[CH3:51])=[O:48])[CH:39]=[C:40]([NH:42][C:15]([C:10]4[C:9]([C:6]5[CH:7]=[CH:8][C:3]([C:2]([F:1])([F:18])[F:19])=[CH:4][CH:5]=5)=[CH:14][CH:13]=[CH:12][CH:11]=4)=[O:16])[CH:41]=3)=[O:36])=[CH:31][CH:32]=2)=[CH:25][CH:26]=1. Given the reactants [F:1][C:2]([F:19])([F:18])[C:3]1[CH:8]=[CH:7][C:6]([C:9]2[C:10]([C:15](O)=[O:16])=[CH:11][CH:12]=[CH:13][CH:14]=2)=[CH:5][CH:4]=1.[CH3:20][C:21]1[CH:26]=[CH:25][C:24]([C:27]2[CH:32]=[CH:31][C:30]([CH2:33][NH:34][C:35]([C:37]3[N:38]([CH2:43][CH2:44][CH2:45][NH:46][C:47]([O:49][C:50]([CH3:53])([CH3:52])[CH3:51])=[O:48])[CH:39]=[C:40]([NH2:42])[CH:41]=3)=[O:36])=[CH:29][CH:28]=2)=[CH:23][CH:22]=1.CN(C(ON1N=NC2C=CC=CC1=2)=[N+](C)C)C.[B-](F)(F)(F)F.C(N(C(C)C)C(C)C)C, predict the reaction product.